From a dataset of Forward reaction prediction with 1.9M reactions from USPTO patents (1976-2016). Predict the product of the given reaction. (1) Given the reactants [C:1]([C:3]([C:16]1[CH:21]=[CH:20][CH:19]=[CH:18][CH:17]=1)([CH2:10][C:11]([O:13][CH2:14][CH3:15])=[O:12])[CH2:4][C:5](OCC)=[O:6])#[N:2], predict the reaction product. The product is: [O:6]=[C:5]1[NH:2][CH2:1][C:3]([CH2:10][C:11]([O:13][CH2:14][CH3:15])=[O:12])([C:16]2[CH:21]=[CH:20][CH:19]=[CH:18][CH:17]=2)[CH2:4]1. (2) Given the reactants [CH3:1][O:2][C:3](=[O:39])[CH:4]=[CH:5][CH:6]([NH:24][C:25](=[O:38])[CH2:26][CH2:27][CH2:28][CH2:29][CH2:30][CH2:31][C:32]1[CH:37]=[CH:36][CH:35]=[CH:34][CH:33]=1)[CH2:7][C:8]1[C:16]2[C:11](=[CH:12][CH:13]=[CH:14][CH:15]=2)[N:10]([CH2:17][C:18]2[CH:23]=[CH:22][CH:21]=[CH:20][CH:19]=2)[CH:9]=1, predict the reaction product. The product is: [CH3:1][O:2][C:3](=[O:39])[CH2:4][CH2:5][C@H:6]([NH:24][C:25](=[O:38])[CH2:26][CH2:27][CH2:28][CH2:29][CH2:30][CH2:31][C:32]1[CH:33]=[CH:34][CH:35]=[CH:36][CH:37]=1)[CH2:7][C:8]1[C:16]2[C:11](=[CH:12][CH:13]=[CH:14][CH:15]=2)[N:10]([CH2:17][C:18]2[CH:19]=[CH:20][CH:21]=[CH:22][CH:23]=2)[CH:9]=1. (3) The product is: [OH:2][C:3]1[CH:4]=[C:5]([C:23]2[CH:28]=[CH:27][CH:26]=[C:25]([C:29]([F:32])([F:31])[F:30])[CH:24]=2)[CH:6]=[C:7]([CH3:22])[C:8]=1[C:9]([N:11]1[CH2:12][CH2:13][CH:14]([N:17]2[CH2:18][CH2:19][CH2:20][CH2:21]2)[CH2:15][CH2:16]1)=[O:10]. Given the reactants C[O:2][C:3]1[CH:4]=[C:5]([C:23]2[CH:28]=[CH:27][CH:26]=[C:25]([C:29]([F:32])([F:31])[F:30])[CH:24]=2)[CH:6]=[C:7]([CH3:22])[C:8]=1[C:9]([N:11]1[CH2:16][CH2:15][CH:14]([N:17]2[CH2:21][CH2:20][CH2:19][CH2:18]2)[CH2:13][CH2:12]1)=[O:10].B(Br)(Br)Br.C(=O)([O-])O.[Na+], predict the reaction product. (4) Given the reactants CC1SC(NC(C2C=CC(N3CCC(C4C=CC=C(C(F)(F)F)C=4)CC3)=NC=2)=O)=NC=1C1C=CC=CC=1.CC1SC(NC([C:47]2[CH:48]=[CH:49][C:50]([N:53]3[CH2:58][CH2:57][C:56]([OH:65])([C:59]4[CH:64]=[CH:63][CH:62]=[CH:61][CH:60]=4)[CH2:55][CH2:54]3)=[N:51][CH:52]=2)=O)=NC=1C1C=CC=CC=1.ClC1C=CC(C(NC2SC(C)=C(C3C=CC=CC=3)N=2)=O)=CN=1.C1(C2(O)CCNCC2)C=CC=CC=1, predict the reaction product. The product is: [OH:65][C:56]1([C:59]2[CH:64]=[CH:63][CH:62]=[CH:61][CH:60]=2)[CH2:55][CH2:54][N:53]([C:50]2[CH:49]=[CH:48][CH:47]=[CH:52][N:51]=2)[CH2:58][CH2:57]1.